From a dataset of Catalyst prediction with 721,799 reactions and 888 catalyst types from USPTO. Predict which catalyst facilitates the given reaction. (1) Reactant: [F:1][C:2]1[CH:3]=[C:4]2[C:9](=[CH:10][CH:11]=1)[NH:8][CH:7]=[N:6][C:5]2=[O:12].[N+:13]([O-])([OH:15])=[O:14]. Product: [F:1][C:2]1[CH:3]=[C:4]2[C:9](=[CH:10][C:11]=1[N+:13]([O-:15])=[O:14])[NH:8][CH:7]=[N:6][C:5]2=[O:12]. The catalyst class is: 82. (2) Reactant: [C:1]([O:5][C:6](=[O:23])[CH2:7][N:8]([C:16]([O:18][C:19]([CH3:22])([CH3:21])[CH3:20])=[O:17])[C:9]1[CH:14]=[CH:13][CH:12]=[C:11]([CH3:15])[N:10]=1)([CH3:4])([CH3:3])[CH3:2].C1C(=O)N([Br:31])C(=O)C1. Product: [C:1]([O:5][C:6](=[O:23])[CH2:7][N:8]([C:9]1[CH:14]=[CH:13][C:12]([Br:31])=[C:11]([CH3:15])[N:10]=1)[C:16]([O:18][C:19]([CH3:22])([CH3:21])[CH3:20])=[O:17])([CH3:3])([CH3:4])[CH3:2]. The catalyst class is: 10. (3) Reactant: [Br:1][C:2]1[CH:3]=[C:4]([S:8]([C:11]2[N:15]([C:16]3[C:17]([F:22])=[N:18][CH:19]=[CH:20][CH:21]=3)[N:14]=[C:13]([C:23](OCC)=[O:24])[CH:12]=2)(=[O:10])=[O:9])[CH:5]=[CH:6][CH:7]=1.[H-].C([Al+]CC(C)C)C(C)C.Cl. Product: [Br:1][C:2]1[CH:3]=[C:4]([S:8]([C:11]2[N:15]([C:16]3[C:17]([F:22])=[N:18][CH:19]=[CH:20][CH:21]=3)[N:14]=[C:13]([CH2:23][OH:24])[CH:12]=2)(=[O:9])=[O:10])[CH:5]=[CH:6][CH:7]=1. The catalyst class is: 207. (4) Reactant: [NH2:1][C:2]1[CH:3]=[C:4](/[C:8](/[C:15]2[CH:20]=[CH:19][CH:18]=[CH:17][CH:16]=2)=[CH:9]\[C:10]([O:12]CC)=[O:11])[CH:5]=[CH:6][CH:7]=1.[CH3:21][O:22][C:23]1[CH:28]=[CH:27][C:26]([N:29]=[C:30]=[O:31])=[CH:25][CH:24]=1.C(OCC)(=O)C.O. Product: [CH3:21][O:22][C:23]1[CH:28]=[CH:27][C:26]([NH:29][C:30](=[O:31])[NH:1][C:2]2[CH:3]=[C:4](/[C:8](/[C:15]3[CH:16]=[CH:17][CH:18]=[CH:19][CH:20]=3)=[CH:9]\[C:10]([OH:12])=[O:11])[CH:5]=[CH:6][CH:7]=2)=[CH:25][CH:24]=1. The catalyst class is: 22. (5) Reactant: [CH:1]([CH:4]1[C:9](=[O:10])[C:8]([CH3:12])([CH3:11])[CH2:7][CH2:6][CH2:5]1)([CH3:3])[CH3:2].[C:13]([Mg]Br)#[CH:14]. Product: [C:13]([C:9]1([OH:10])[CH:4]([CH:1]([CH3:3])[CH3:2])[CH2:5][CH2:6][CH2:7][C:8]1([CH3:12])[CH3:11])#[CH:14]. The catalyst class is: 1.